Dataset: Catalyst prediction with 721,799 reactions and 888 catalyst types from USPTO. Task: Predict which catalyst facilitates the given reaction. Reactant: [O:1]1[C:5]2[CH:6]=[CH:7][C:8]([C:10]3[C:11]4[CH2:25][O:24][C:23](=[O:26])[C:12]=4[CH:13]=[C:14]4[C:22]=3[C:18]3[O:19][CH2:20][O:21][C:17]=3[CH:16]=[CH:15]4)=[CH:9][C:4]=2[O:3][CH2:2]1.[Cl:27]N1C(=O)CCC1=O.OS(O)(=O)=O. Product: [O:1]1[C:5]2[CH:6]=[CH:7][C:8]([C:10]3[C:11]4[CH2:25][O:24][C:23](=[O:26])[C:12]=4[CH:13]=[C:14]4[C:22]=3[C:18]3[O:19][CH2:20][O:21][C:17]=3[CH:16]=[C:15]4[Cl:27])=[CH:9][C:4]=2[O:3][CH2:2]1. The catalyst class is: 396.